From a dataset of Forward reaction prediction with 1.9M reactions from USPTO patents (1976-2016). Predict the product of the given reaction. (1) Given the reactants [F:1][C:2]1[CH:3]=[C:4]([O:11][CH3:12])[CH:5]=[CH:6][C:7]=1[CH:8]([CH3:10])[CH3:9].[BrH:13].OO.S([O-])([O-])=O.[Na+].[Na+], predict the reaction product. The product is: [Br:13][C:5]1[CH:6]=[C:7]([CH:8]([CH3:10])[CH3:9])[C:2]([F:1])=[CH:3][C:4]=1[O:11][CH3:12]. (2) Given the reactants O.C([O:9][C@@H:10]1[C@@H:16]([CH2:17][OH:18])[O:15][CH:13]([OH:14])[CH2:12][C@H:11]1[O:19][C:20](=[O:26])[CH2:21][CH2:22][CH2:23][CH2:24][CH3:25])C1C=CC=CC=1.[H][H], predict the reaction product. The product is: [CH3:25][CH2:24][CH2:23][CH2:22][CH2:21][C:20]([O:19][C@@H:11]([C@@H:10]([C@@H:16]([CH2:17][OH:18])[OH:15])[OH:9])[CH2:12][CH:13]=[O:14])=[O:26]. (3) Given the reactants [CH3:1][C:2]1[CH:8]=[CH:7][C:5]([NH2:6])=[CH:4][C:3]=1[B:9]1[O:13][C:12]([CH3:15])([CH3:14])[C:11]([CH3:17])([CH3:16])[O:10]1.[F:18][C:19]([F:30])([F:29])[C:20]1[CH:21]=[C:22]([CH:26]=[CH:27]C=1)[C:23](O)=[O:24].C1C=[N:35]C2N(O)N=NC=2C=1.C(Cl)CCl, predict the reaction product. The product is: [CH3:1][C:2]1[CH:8]=[CH:7][C:5]([NH:6][C:23](=[O:24])[C:22]2[CH:26]=[CH:27][N:35]=[C:20]([C:19]([F:30])([F:29])[F:18])[CH:21]=2)=[CH:4][C:3]=1[B:9]1[O:10][C:11]([CH3:17])([CH3:16])[C:12]([CH3:15])([CH3:14])[O:13]1. (4) Given the reactants O[C@@H:2]([CH3:23])[C@@H:3]([N:7]([CH3:22])[C:8]([O:10][CH2:11][CH2:12][CH2:13][CH2:14][CH2:15][C:16]1[CH:21]=[CH:20][CH:19]=[CH:18][CH:17]=1)=[O:9])[C:4]([OH:6])=[O:5].CCN(CC)CC.CN(C(ON1N=NC2C=CC=CC1=2)=[N+](C)C)C.[B-](F)(F)(F)F, predict the reaction product. The product is: [C:16]1([CH2:15][CH2:14][CH2:13][CH2:12][CH2:11][O:10][C:8](=[O:9])[N:7]([CH3:22])[C@H:3]2[C:4](=[O:6])[O:5][C@H:2]2[CH3:23])[CH:21]=[CH:20][CH:19]=[CH:18][CH:17]=1. (5) Given the reactants [CH3:1][C:2]1([CH3:21])[C:16]2[C:17]3[N:5]([C:6]4[CH:7]=[CH:8][CH:9]=[CH:10][C:11]=4[C:12]=3[CH:13]=[CH:14][CH:15]=2)[C:4]2[CH:18]=[CH:19][S:20][C:3]1=2.C1C(=O)N([Br:29])C(=O)C1.O, predict the reaction product. The product is: [Br:29][C:19]1[S:20][C:3]2[C:2]([CH3:21])([CH3:1])[C:16]3[C:17]4[N:5]([C:6]5[CH:7]=[CH:8][CH:9]=[CH:10][C:11]=5[C:12]=4[CH:13]=[CH:14][CH:15]=3)[C:4]=2[CH:18]=1. (6) The product is: [ClH:1].[ClH:1].[NH2:29][C@H:30]1[CH2:35][CH2:34][C@H:33]([NH:36][C:2]2[N:10]=[C:9]3[C:5]([N:6]=[CH:7][N:8]3[CH:11]3[CH2:12][CH2:13][CH2:14][CH2:15]3)=[C:4]([NH:16][CH2:17][CH2:18][NH:19][C:20](=[O:28])[C:21]3[CH:26]=[CH:25][C:24]([Cl:27])=[CH:23][CH:22]=3)[N:3]=2)[CH2:32][CH2:31]1. Given the reactants [Cl:1][C:2]1[N:10]=[C:9]2[C:5]([N:6]=[CH:7][N:8]2[CH:11]2[CH2:15][CH2:14][CH2:13][CH2:12]2)=[C:4]([NH:16][CH2:17][CH2:18][NH:19][C:20](=[O:28])[C:21]2[CH:26]=[CH:25][C:24]([Cl:27])=[CH:23][CH:22]=2)[N:3]=1.[NH2:29][C@H:30]1[CH2:35][CH2:34][C@H:33]([NH2:36])[CH2:32][CH2:31]1, predict the reaction product. (7) Given the reactants [Cl:1][C:2]1[CH:3]=[N:4][C:5]2[N:6]([N:8]=[C:9]([C:11]([OH:13])=O)[CH:10]=2)[CH:7]=1.[F:14][C:15]1[CH:16]=[C:17]2[C:22](=[CH:23][CH:24]=1)[CH:21]([CH3:25])[NH:20][CH2:19][CH2:18]2, predict the reaction product. The product is: [Cl:1][C:2]1[CH:3]=[N:4][C:5]2[N:6]([N:8]=[C:9]([C:11]([N:20]3[CH2:19][CH2:18][C:17]4[C:22](=[CH:23][CH:24]=[C:15]([F:14])[CH:16]=4)[CH:21]3[CH3:25])=[O:13])[CH:10]=2)[CH:7]=1. (8) Given the reactants [F:1][C:2]1[CH:7]=[C:6]([N+:8]([O-:10])=[O:9])[C:5]([F:11])=[CH:4][C:3]=1F.[NH:13]1[C:17]2[N:18]=[CH:19][CH:20]=[C:21]([OH:22])[C:16]=2[CH:15]=[CH:14]1, predict the reaction product. The product is: [F:1][C:2]1[CH:7]=[C:6]([N+:8]([O-:10])=[O:9])[C:5]([F:11])=[CH:4][C:3]=1[O:22][C:21]1[CH:20]=[CH:19][N:18]=[C:17]2[NH:13][CH:14]=[CH:15][C:16]=12. (9) Given the reactants CC1C=CC(S(O[CH2:12][CH:13]2[CH2:17][C:16]3[CH:18]=[C:19]([CH3:32])[CH:20]=[C:21]([C:22]4[CH:27]=[CH:26][CH:25]=[C:24]([O:28][CH3:29])[C:23]=4[O:30][CH3:31])[C:15]=3[O:14]2)(=O)=O)=CC=1.[CH3:33][NH2:34], predict the reaction product. The product is: [CH3:31][O:30][C:23]1[C:24]([O:28][CH3:29])=[CH:25][CH:26]=[CH:27][C:22]=1[C:21]1[C:15]2[O:14][CH:13]([CH2:12][NH:34][CH3:33])[CH2:17][C:16]=2[CH:18]=[C:19]([CH3:32])[CH:20]=1. (10) Given the reactants [CH-:1]1[CH:5]=[CH:4][CH:3]=[CH:2]1.[Na+].Br[CH2:8][CH2:9][CH2:10][CH2:11][CH2:12][CH2:13][CH2:14][CH3:15].CN1CCN(C)C1=O, predict the reaction product. The product is: [CH2:8]([C:1]1[CH2:5][CH:4]=[CH:3][CH:2]=1)[CH2:9][CH2:10][CH2:11][CH2:12][CH2:13][CH2:14][CH3:15].